From a dataset of NCI-60 drug combinations with 297,098 pairs across 59 cell lines. Regression. Given two drug SMILES strings and cell line genomic features, predict the synergy score measuring deviation from expected non-interaction effect. Drug 1: C1CCC(CC1)NC(=O)N(CCCl)N=O. Drug 2: N.N.Cl[Pt+2]Cl. Cell line: OVCAR3. Synergy scores: CSS=5.26, Synergy_ZIP=-3.38, Synergy_Bliss=-2.02, Synergy_Loewe=-4.23, Synergy_HSA=-4.87.